Dataset: Full USPTO retrosynthesis dataset with 1.9M reactions from patents (1976-2016). Task: Predict the reactants needed to synthesize the given product. Given the product [C:10]([Si:7]([O:6][C:2]([CH3:3])([CH3:1])[C:4]#[CH:5])([CH3:9])[CH3:8])([CH3:13])([CH3:12])[CH3:11], predict the reactants needed to synthesize it. The reactants are: [CH3:1][C:2]([OH:6])([C:4]#[CH:5])[CH3:3].[Si:7](OS(C(F)(F)F)(=O)=O)([C:10]([CH3:13])([CH3:12])[CH3:11])([CH3:9])[CH3:8].